Dataset: Forward reaction prediction with 1.9M reactions from USPTO patents (1976-2016). Task: Predict the product of the given reaction. Given the reactants C(N(C(C)C)CC)(C)C.C1C=CC2N(O)N=NC=2C=1.FC(F)(F)C(O)=O.[Cl:27][CH2:28][CH2:29][CH2:30]/[C:31](=[CH:35]\[C:36]1[CH:41]=[CH:40][C:39]([N:42]2[CH:46]=[C:45]([CH3:47])[N:44]=[CH:43]2)=[C:38]([O:48][CH3:49])[CH:37]=1)/[C:32]([OH:34])=O.[F:50][C:51]1[CH:60]=[CH:59][C:54]([C:55]([NH:57][NH2:58])=O)=[CH:53][CH:52]=1.C(=O)(O)[O-].[Na+], predict the reaction product. The product is: [Cl:27][CH2:28][CH2:29][CH2:30]/[C:31](/[C:32]1[O:34][C:55]([C:54]2[CH:59]=[CH:60][C:51]([F:50])=[CH:52][CH:53]=2)=[N:57][N:58]=1)=[CH:35]\[C:36]1[CH:41]=[CH:40][C:39]([N:42]2[CH:46]=[C:45]([CH3:47])[N:44]=[CH:43]2)=[C:38]([O:48][CH3:49])[CH:37]=1.